Predict the reactants needed to synthesize the given product. From a dataset of Full USPTO retrosynthesis dataset with 1.9M reactions from patents (1976-2016). (1) Given the product [CH3:1][C:2]1[CH:10]=[CH:9][C:8]2[N:7]([CH2:30][CH2:29][C:26]3[CH:25]=[N:24][C:23]([CH3:22])=[CH:28][CH:27]=3)[C:6]3[CH2:11][CH2:12][N:13]([C:15]4[CH:20]=[CH:19][C:18]([OH:21])=[CH:17][CH:16]=4)[CH2:14][C:5]=3[C:4]=2[CH:3]=1, predict the reactants needed to synthesize it. The reactants are: [CH3:1][C:2]1[CH:10]=[CH:9][C:8]2[NH:7][C:6]3[CH2:11][CH2:12][N:13]([C:15]4[CH:20]=[CH:19][C:18]([OH:21])=[CH:17][CH:16]=4)[CH2:14][C:5]=3[C:4]=2[CH:3]=1.[CH3:22][C:23]1[CH:28]=[CH:27][C:26]([CH:29]=[CH2:30])=[CH:25][N:24]=1.[OH-].[K+]. (2) Given the product [CH3:12][N:13]1[CH:2]=[C:1]([C:3]2[CH:10]=[CH:9][C:6]([C:7]#[N:8])=[CH:5][CH:4]=2)[N:15]=[N:14]1, predict the reactants needed to synthesize it. The reactants are: [C:1]([C:3]1[CH:10]=[CH:9][C:6]([C:7]#[N:8])=[CH:5][CH:4]=1)#[CH:2].I[CH3:12].[N-:13]=[N+:14]=[N-:15].[Na+]. (3) Given the product [Cl:1][C:2]1[CH:3]=[CH:4][C:5]([C:36]#[N:37])=[C:6]([C:8]2[C:13]([O:14][CH2:15][CH3:16])=[CH:12][N:11]([CH:17]([CH3:34])[C:18]([NH:20][C:21]3[CH:33]=[CH:32][C:24]([C:25]([OH:27])=[O:26])=[CH:23][CH:22]=3)=[O:19])[C:10](=[O:35])[CH:9]=2)[CH:7]=1, predict the reactants needed to synthesize it. The reactants are: [Cl:1][C:2]1[CH:3]=[CH:4][C:5]([C:36]#[N:37])=[C:6]([C:8]2[C:13]([O:14][CH2:15][CH3:16])=[CH:12][N:11]([CH:17]([CH3:34])[C:18]([NH:20][C:21]3[CH:33]=[CH:32][C:24]([C:25]([O:27]C(C)(C)C)=[O:26])=[CH:23][CH:22]=3)=[O:19])[C:10](=[O:35])[CH:9]=2)[CH:7]=1.C(O)(C(F)(F)F)=O. (4) Given the product [Cl:1][C:2]1[CH:15]=[C:14]([F:16])[C:13]([N:17]2[C:22](=[O:23])[CH:21]=[C:20]([C:24]([F:27])([F:26])[F:25])[N:19]([CH3:28])[C:18]2=[O:29])=[CH:12][C:3]=1[O:4][C:5]1[C:6]([O:11][CH2:36][C:37]([O:39][CH2:40][CH3:41])=[O:38])=[N:7][CH:8]=[CH:9][CH:10]=1, predict the reactants needed to synthesize it. The reactants are: [Cl:1][C:2]1[CH:15]=[C:14]([F:16])[C:13]([N:17]2[C:22](=[O:23])[CH:21]=[C:20]([C:24]([F:27])([F:26])[F:25])[N:19]([CH3:28])[C:18]2=[O:29])=[CH:12][C:3]=1[O:4][C:5]1[C:6](=[O:11])[NH:7][CH:8]=[CH:9][CH:10]=1.ClCCCl.[N+](=[CH:36][C:37]([O:39][CH2:40][CH3:41])=[O:38])=[N-]. (5) Given the product [ClH:1].[Cl:1][C:2]1[CH:11]=[C:10]2[C:5]([CH:6]=[CH:7][C:8]([CH3:12])=[N:9]2)=[C:4]([N:13]2[CH2:14][CH2:15][N:16]([CH2:20][C:21]([C:23]3[CH:24]=[CH:25][C:26]4[O:31][CH2:30][C:29](=[O:32])[NH:28][C:27]=4[CH:33]=3)=[O:22])[CH2:17][CH2:18]2)[CH:3]=1, predict the reactants needed to synthesize it. The reactants are: [Cl:1][C:2]1[CH:11]=[C:10]2[C:5]([CH:6]=[CH:7][C:8]([CH3:12])=[N:9]2)=[C:4]([N:13]2[CH2:18][CH2:17][NH:16][CH2:15][CH2:14]2)[CH:3]=1.Cl[CH2:20][C:21]([C:23]1[CH:24]=[CH:25][C:26]2[O:31][CH2:30][C:29](=[O:32])[NH:28][C:27]=2[CH:33]=1)=[O:22].C(N(CC)C(C)C)(C)C. (6) Given the product [Cl:1][C:2]1[CH:3]=[C:4]([C:29]([NH:38][CH:37]2[CH2:32][CH2:33][S:34][C:35]2=[O:36])=[O:30])[CH:5]=[N:6][C:7]=1[NH:8][NH:9][C:10]([NH:12][C@H:13]1[C:22]2[C:17](=[CH:18][CH:19]=[CH:20][CH:21]=2)[CH2:16][CH2:15][C@H:14]1[C:23]1[CH:28]=[CH:27][CH:26]=[CH:25][CH:24]=1)=[S:11], predict the reactants needed to synthesize it. The reactants are: [Cl:1][C:2]1[CH:3]=[C:4]([C:29](O)=[O:30])[CH:5]=[N:6][C:7]=1[NH:8][NH:9][C:10]([NH:12][C@H:13]1[C:22]2[C:17](=[CH:18][CH:19]=[CH:20][CH:21]=2)[CH2:16][CH2:15][C@H:14]1[C:23]1[CH:28]=[CH:27][CH:26]=[CH:25][CH:24]=1)=[S:11].[CH2:32]1[C@H:37]([NH2:38])[C:35](=[O:36])[S:34][CH2:33]1.CCN(C(C)C)C(C)C.CN(C(ON1N=NC2C=CC=NC1=2)=[N+](C)C)C.F[P-](F)(F)(F)(F)F. (7) Given the product [OH:44][C:39]1[CH:40]=[CH:41][CH:42]=[CH:43][C:38]=1[C:29]1[N:28]=[C:6]([N:8]2[CH2:12][CH2:11][C@@H:10]([CH2:13][NH:14][C:15](=[O:24])[O:16][CH2:17][C:18]3[CH:19]=[CH:20][CH:21]=[CH:22][CH:23]=3)[CH2:9]2)[C:36]2[C:31](=[CH:32][C:33]([CH3:37])=[CH:34][CH:35]=2)[N:30]=1, predict the reactants needed to synthesize it. The reactants are: C(O[C:6]([N:8]1[CH2:12][CH2:11][C@@H:10]([CH2:13][NH:14][C:15](=[O:24])[O:16][CH2:17][C:18]2[CH:23]=[CH:22][CH:21]=[CH:20][CH:19]=2)[CH2:9]1)=O)(C)(C)C.Cl.ClC1[C:36]2[C:31](=[CH:32][C:33]([CH3:37])=[CH:34][CH:35]=2)[N:30]=[C:29]([C:38]2[CH:43]=[CH:42][CH:41]=[CH:40][C:39]=2[OH:44])[N:28]=1.C(N(CC)CC)C.